This data is from Catalyst prediction with 721,799 reactions and 888 catalyst types from USPTO. The task is: Predict which catalyst facilitates the given reaction. (1) Reactant: C([O:3][C:4]([C:6]1([CH3:34])[CH2:11][CH2:10][N:9]([C:12]2[N:17]=[CH:16][C:15]([C:18]3[CH:19]=[C:20]([Br:33])[C:21]4[S:25][C:24]([NH:26][C:27]([NH:29][CH2:30][CH3:31])=[O:28])=[N:23][C:22]=4[CH:32]=3)=[CH:14][N:13]=2)[CH2:8][CH2:7]1)=[O:5])C.[OH-].[Na+].CCO.Cl. Product: [Br:33][C:20]1[C:21]2[S:25][C:24]([NH:26][C:27]([NH:29][CH2:30][CH3:31])=[O:28])=[N:23][C:22]=2[CH:32]=[C:18]([C:15]2[CH:16]=[N:17][C:12]([N:9]3[CH2:8][CH2:7][C:6]([CH3:34])([C:4]([OH:5])=[O:3])[CH2:11][CH2:10]3)=[N:13][CH:14]=2)[CH:19]=1. The catalyst class is: 1. (2) Reactant: Cl[C:2]1[C:11]([CH3:12])=[C:10]([Cl:13])[C:9]2[C:4](=[CH:5][C:6]([F:15])=[CH:7][C:8]=2[F:14])[N:3]=1.C([Sn](CCCC)(CCCC)[C:21]1[CH:26]=[CH:25][CH:24]=[CH:23][N:22]=1)CCC. Product: [Cl:13][C:10]1[C:9]2[C:4](=[CH:5][C:6]([F:15])=[CH:7][C:8]=2[F:14])[N:3]=[C:2]([C:21]2[CH:26]=[CH:25][CH:24]=[CH:23][N:22]=2)[C:11]=1[CH3:12]. The catalyst class is: 109. (3) Reactant: C(OC(=O)[NH:10][CH2:11][CH:12]1[CH2:17][CH2:16][CH2:15][CH:14]([N:18]2[C:27]3[C:22](=[CH:23][CH:24]=[CH:25][N:26]=3)[C:21]3=[N:28][O:29][C:30]([CH3:31])=[C:20]3[C:19]2=[O:32])[CH2:13]1)C1C=CC=CC=1.[I:34][Si](C)(C)C. Product: [IH:34].[NH2:10][CH2:11][CH:12]1[CH2:17][CH2:16][CH2:15][CH:14]([N:18]2[C:27]3[C:22](=[CH:23][CH:24]=[CH:25][N:26]=3)[C:21]3=[N:28][O:29][C:30]([CH3:31])=[C:20]3[C:19]2=[O:32])[CH2:13]1. The catalyst class is: 4. (4) Reactant: I[C:2]1[CH:7]=[CH:6][CH:5]=[CH:4][C:3]=1F.C([Mg]Cl)(C)C.[N+:14]([C:17]1[CH:24]=[CH:23][C:22](C)=[CH:21][C:18]=1[CH:19]=[O:20])([O-:16])=[O:15].[Cr](Cl)([O-])(=O)=O.[NH+]1C=CC=CC=1. Product: [N+:14]([C:17]1[CH:24]=[CH:23][CH:22]=[CH:21][C:18]=1[C:19]([C:2]1[CH:7]=[CH:6][CH:5]=[CH:4][CH:3]=1)=[O:20])([O-:16])=[O:15]. The catalyst class is: 1.